Dataset: Acute oral toxicity (LD50) regression data from Zhu et al.. Task: Regression/Classification. Given a drug SMILES string, predict its toxicity properties. Task type varies by dataset: regression for continuous values (e.g., LD50, hERG inhibition percentage) or binary classification for toxic/non-toxic outcomes (e.g., AMES mutagenicity, cardiotoxicity, hepatotoxicity). Dataset: ld50_zhu. (1) The molecule is C=COCCOCCOCC(=O)OC. The rat oral LD50 is 1.26, given as -log10 of the dose in mol/kg body weight (higher means more acutely toxic). (2) The compound is C=Cc1ccncc1. The rat oral LD50 is 3.02, given as -log10 of the dose in mol/kg body weight (higher means more acutely toxic). (3) The molecule is C1CCCC1. The rat oral LD50 is 0.789, given as -log10 of the dose in mol/kg body weight (higher means more acutely toxic). (4) The drug is C=COC(=O)CCCCC(=O)OC. The rat oral LD50 is 1.48, given as -log10 of the dose in mol/kg body weight (higher means more acutely toxic). (5) The drug is O=C(OCC(Cl)(Cl)Cl)c1ccco1. The rat oral LD50 is 2.61, given as -log10 of the dose in mol/kg body weight (higher means more acutely toxic). (6) The compound is FC(F)(F)c1ccc2[nH]c(C(F)(F)F)nc2c1. The rat oral LD50 is 4.45, given as -log10 of the dose in mol/kg body weight (higher means more acutely toxic).